This data is from Reaction yield outcomes from USPTO patents with 853,638 reactions. The task is: Predict the reaction yield, written as a fraction of the theoretical maximum amount of product (1.0 means a 100% yield; for example, 0.34 means a 34% yield). (1) The reactants are [Br:1][C:2]1[S:6][C:5]([C:7]([C:9]2[CH:14]=[CH:13][C:12]([C:15]#[C:16][C:17]3[CH:32]=[CH:31][C:20]([C:21]([O:23][CH2:24][C:25]4[CH:30]=[CH:29][CH:28]=[CH:27][CH:26]=4)=[O:22])=[CH:19][CH:18]=3)=[C:11]([N+:33]([O-])=O)[CH:10]=2)=[O:8])=[CH:4][C:3]=1[CH2:36][C:37]([O:39][CH2:40][CH3:41])=[O:38].C([O-])(O)=O.[Na+]. The catalyst is CCOC(C)=O. The product is [NH2:33][C:11]1[CH:10]=[C:9]([C:7]([C:5]2[S:6][C:2]([Br:1])=[C:3]([CH2:36][C:37]([O:39][CH2:40][CH3:41])=[O:38])[CH:4]=2)=[O:8])[CH:14]=[CH:13][C:12]=1[C:15]#[C:16][C:17]1[CH:18]=[CH:19][C:20]([C:21]([O:23][CH2:24][C:25]2[CH:30]=[CH:29][CH:28]=[CH:27][CH:26]=2)=[O:22])=[CH:31][CH:32]=1. The yield is 0.950. (2) The reactants are [O:1]=[C:2]1[C@@H:8]([NH:9][C:10](=[O:16])[O:11][C:12]([CH3:15])([CH3:14])[CH3:13])[CH2:7][O:6][C:5]2[C:17]([C:21]([F:24])([F:23])[F:22])=[CH:18][CH:19]=[CH:20][C:4]=2[NH:3]1.[Br:25][C:26]1[CH:27]=[C:28]2[C:33](=[CH:34][CH:35]=1)[C:32]([CH2:36]Cl)=[C:31]([O:38][CH3:39])[CH:30]=[CH:29]2.[Na+].[I-].C([O-])([O-])=O.[Cs+].[Cs+]. The catalyst is CN(C=O)C.CCOC(C)=O. The product is [Br:25][C:26]1[CH:27]=[C:28]2[C:33](=[CH:34][CH:35]=1)[C:32]([CH2:36][N:3]1[C:2](=[O:1])[C@@H:8]([NH:9][C:10](=[O:16])[O:11][C:12]([CH3:13])([CH3:14])[CH3:15])[CH2:7][O:6][C:5]3[C:17]([C:21]([F:24])([F:22])[F:23])=[CH:18][CH:19]=[CH:20][C:4]1=3)=[C:31]([O:38][CH3:39])[CH:30]=[CH:29]2. The yield is 0.480.